From a dataset of NCI-60 drug combinations with 297,098 pairs across 59 cell lines. Regression. Given two drug SMILES strings and cell line genomic features, predict the synergy score measuring deviation from expected non-interaction effect. (1) Drug 1: CS(=O)(=O)C1=CC(=C(C=C1)C(=O)NC2=CC(=C(C=C2)Cl)C3=CC=CC=N3)Cl. Drug 2: CC1CCC2CC(C(=CC=CC=CC(CC(C(=O)C(C(C(=CC(C(=O)CC(OC(=O)C3CCCCN3C(=O)C(=O)C1(O2)O)C(C)CC4CCC(C(C4)OC)O)C)C)O)OC)C)C)C)OC. Cell line: SN12C. Synergy scores: CSS=27.3, Synergy_ZIP=6.26, Synergy_Bliss=8.35, Synergy_Loewe=-23.7, Synergy_HSA=8.62. (2) Drug 1: CC(CN1CC(=O)NC(=O)C1)N2CC(=O)NC(=O)C2. Drug 2: CC1C(C(CC(O1)OC2CC(CC3=C2C(=C4C(=C3O)C(=O)C5=C(C4=O)C(=CC=C5)OC)O)(C(=O)CO)O)N)O.Cl. Cell line: SF-268. Synergy scores: CSS=47.9, Synergy_ZIP=-1.80, Synergy_Bliss=-0.180, Synergy_Loewe=-12.0, Synergy_HSA=2.22. (3) Drug 1: CC12CCC(CC1=CCC3C2CCC4(C3CC=C4C5=CN=CC=C5)C)O. Drug 2: C1C(C(OC1N2C=NC3=C2NC=NCC3O)CO)O. Cell line: EKVX. Synergy scores: CSS=3.73, Synergy_ZIP=-1.29, Synergy_Bliss=0.783, Synergy_Loewe=-0.932, Synergy_HSA=-0.306. (4) Drug 1: CC(C1=C(C=CC(=C1Cl)F)Cl)OC2=C(N=CC(=C2)C3=CN(N=C3)C4CCNCC4)N. Drug 2: C1=NNC2=C1C(=O)NC=N2. Cell line: ACHN. Synergy scores: CSS=20.3, Synergy_ZIP=-2.71, Synergy_Bliss=4.11, Synergy_Loewe=5.26, Synergy_HSA=4.91. (5) Drug 1: C1=CC=C(C=C1)NC(=O)CCCCCCC(=O)NO. Drug 2: CC(C)NC(=O)C1=CC=C(C=C1)CNNC.Cl. Cell line: OVCAR3. Synergy scores: CSS=10.2, Synergy_ZIP=-4.71, Synergy_Bliss=-8.19, Synergy_Loewe=-5.46, Synergy_HSA=-5.77. (6) Drug 1: C1=CC=C(C(=C1)C(C2=CC=C(C=C2)Cl)C(Cl)Cl)Cl. Drug 2: CC1C(C(CC(O1)OC2CC(CC3=C2C(=C4C(=C3O)C(=O)C5=CC=CC=C5C4=O)O)(C(=O)C)O)N)O. Cell line: SNB-75. Synergy scores: CSS=55.8, Synergy_ZIP=-5.64, Synergy_Bliss=-5.04, Synergy_Loewe=0.504, Synergy_HSA=3.52. (7) Drug 1: CC=C1C(=O)NC(C(=O)OC2CC(=O)NC(C(=O)NC(CSSCCC=C2)C(=O)N1)C(C)C)C(C)C. Drug 2: CC1=C(C(=CC=C1)Cl)NC(=O)C2=CN=C(S2)NC3=CC(=NC(=N3)C)N4CCN(CC4)CCO. Cell line: KM12. Synergy scores: CSS=38.9, Synergy_ZIP=-1.35, Synergy_Bliss=-2.10, Synergy_Loewe=-44.7, Synergy_HSA=-3.62.